This data is from Full USPTO retrosynthesis dataset with 1.9M reactions from patents (1976-2016). The task is: Predict the reactants needed to synthesize the given product. (1) Given the product [C:1]([O:5][C:6]([N:8]1[CH2:9][CH2:10][N:11]([C:14]2[N:24]=[CH:23][C:22]([Br:21])=[CH:27][N:26]=2)[CH2:12][CH2:13]1)=[O:7])([CH3:2])([CH3:3])[CH3:4], predict the reactants needed to synthesize it. The reactants are: [C:1]([O:5][C:6]([N:8]1[CH2:13][CH2:12][N:11]([C:14]2C=CC(Br)=CC=2)[CH2:10][CH2:9]1)=[O:7])([CH3:4])([CH3:3])[CH3:2].[Br:21][C:22]1[CH:23]=[N:24]C(N2CCNCC2)=[N:26][CH:27]=1. (2) The reactants are: [F:1][C:2](F)([F:16])[C:3]([F:15])([F:14])[C:4]([F:13])([F:12])[C:5]([F:11])([F:10])[C:6](F)([F:8])[F:7].FC(F)(F)C(F)(F)C(F)(F)C(F)(F)F. Given the product [F:16][C:2]1([F:1])[C:3]([F:14])([F:15])[C:4]([F:12])([F:13])[C:5]([F:10])([F:11])[C:6]1([F:8])[F:7], predict the reactants needed to synthesize it. (3) Given the product [F:38][C:37]([F:40])([F:39])[C:35]([N:25]1[CH2:26][CH2:27][N:22]([CH:18]2[CH2:19][C:20]3[CH:21]=[C:12]([N:3]4[C:4](=[O:11])[C:5]5[C:10](=[CH:9][CH:8]=[CH:7][CH:6]=5)[C:2]4=[O:1])[CH:13]=[CH:14][C:15]=3[CH2:16][CH2:17]2)[CH2:23][CH2:24]1)=[O:36], predict the reactants needed to synthesize it. The reactants are: [O:1]=[C:2]1[C:10]2[C:5](=[CH:6][CH:7]=[CH:8][CH:9]=2)[C:4](=[O:11])[N:3]1[C:12]1[CH:21]=[C:20]2[C:15]([CH2:16][CH2:17][CH:18]([N:22]3[CH2:27][CH2:26][N:25](C(OC(C)(C)C)=O)[CH2:24][CH2:23]3)[CH2:19]2)=[CH:14][CH:13]=1.[C:35](O)([C:37]([F:40])([F:39])[F:38])=[O:36].FC(F)(F)C(OC(=O)C(F)(F)F)=O. (4) Given the product [CH:13]1([NH:19][C:2]2[CH:9]=[CH:8][C:5]([C:6]#[N:7])=[CH:4][C:3]=2[N+:10]([O-:12])=[O:11])[CH2:18][CH2:17][CH2:16][CH2:15][CH2:14]1, predict the reactants needed to synthesize it. The reactants are: Cl[C:2]1[CH:9]=[CH:8][C:5]([C:6]#[N:7])=[CH:4][C:3]=1[N+:10]([O-:12])=[O:11].[CH:13]1([NH2:19])[CH2:18][CH2:17][CH2:16][CH2:15][CH2:14]1.O. (5) The reactants are: [CH3:1][C:2]1[O:23][C:5]2[CH2:6][N:7]([CH3:22])[CH2:8][CH2:9][CH:10]([O:11][C:12]3[C:21]4[C:16](=[CH:17][CH:18]=[CH:19][CH:20]=4)[CH:15]=[CH:14][CH:13]=3)[C:4]=2[CH:3]=1.[C:24]([OH:33])(=[O:32])[C@H:25]([C@@H:27]([C:29]([OH:31])=[O:30])[OH:28])[OH:26]. Given the product [C:29]([C@H:27]([C@@H:25]([C:24]([OH:33])=[O:32])[OH:26])[OH:28])([OH:31])=[O:30].[CH3:1][C:2]1[O:23][C:5]2[CH2:6][N:7]([CH3:22])[CH2:8][CH2:9][CH:10]([O:11][C:12]3[C:21]4[C:16](=[CH:17][CH:18]=[CH:19][CH:20]=4)[CH:15]=[CH:14][CH:13]=3)[C:4]=2[CH:3]=1, predict the reactants needed to synthesize it. (6) The reactants are: [Br:1][C:2]1[CH:3]=[N:4][CH:5]=[C:6](I)[CH:7]=1.[N:9]1([C:15]([O:17][C:18]([CH3:21])([CH3:20])[CH3:19])=[O:16])[CH2:14][CH2:13][NH:12][CH2:11][CH2:10]1.[O-]P([O-])([O-])=O.[K+].[K+].[K+].C(O)CO. Given the product [C:18]([O:17][C:15]([N:9]1[CH2:14][CH2:13][N:12]([C:6]2[CH:5]=[N:4][CH:3]=[C:2]([Br:1])[CH:7]=2)[CH2:11][CH2:10]1)=[O:16])([CH3:21])([CH3:19])[CH3:20], predict the reactants needed to synthesize it. (7) Given the product [Cl:23][CH2:24][C:25]([N:11]1[C@@H:7]([C:6]#[C:5][Si:2]([CH3:3])([CH3:4])[CH3:1])[CH2:8][CH2:9][C@H:10]1[C:12]([O:14][CH3:15])=[O:13])=[O:26], predict the reactants needed to synthesize it. The reactants are: [CH3:1][Si:2]([C:5]#[C:6][C@@H:7]1[NH:11][C@H:10]([C:12]([O:14][CH3:15])=[O:13])[CH2:9][CH2:8]1)([CH3:4])[CH3:3].C(N(CC)CC)C.[Cl:23][CH2:24][C:25](Cl)=[O:26].